Dataset: Forward reaction prediction with 1.9M reactions from USPTO patents (1976-2016). Task: Predict the product of the given reaction. (1) Given the reactants [CH3:1][O:2][C:3]([C:5]([NH:7][C:8]1[CH:9]=[C:10]([CH:13]=[CH:14][CH:15]=1)[CH2:11][OH:12])=[O:6])=[O:4], predict the reaction product. The product is: [CH3:1][O:2][C:3]([C:5]([NH:7][C:8]1[CH:9]=[C:10]([CH:13]=[CH:14][CH:15]=1)[CH:11]=[O:12])=[O:6])=[O:4]. (2) Given the reactants [F:1][C:2]1[C:7]([O:8][CH:9]([CH3:11])[CH3:10])=[CH:6][CH:5]=[C:4]([N+:12]([O-:14])=[O:13])[C:3]=1[CH:15](C(OCC)=O)[C:16]([O:18][CH2:19][CH3:20])=[O:17].[Li+].[Cl-].O, predict the reaction product. The product is: [F:1][C:2]1[C:7]([O:8][CH:9]([CH3:10])[CH3:11])=[CH:6][CH:5]=[C:4]([N+:12]([O-:14])=[O:13])[C:3]=1[CH2:15][C:16]([O:18][CH2:19][CH3:20])=[O:17]. (3) Given the reactants [F:1][C:2]1[CH:7]=[CH:6][C:5]([NH:8][C:9]2[C:14]3[C:15](=[O:18])[NH:16][CH2:17][C:13]=3[CH:12]=[C:11]([NH:19][C@@H:20]3[CH2:25][CH2:24][CH2:23][CH2:22][C@@H:21]3[NH:26]C(=O)OC(C)(C)C)[N:10]=2)=[CH:4][C:3]=1[CH3:34].C(O)(C(F)(F)F)=O, predict the reaction product. The product is: [NH2:26][C@H:21]1[CH2:22][CH2:23][CH2:24][CH2:25][C@H:20]1[NH:19][C:11]1[N:10]=[C:9]([NH:8][C:5]2[CH:6]=[CH:7][C:2]([F:1])=[C:3]([CH3:34])[CH:4]=2)[C:14]2[C:15](=[O:18])[NH:16][CH2:17][C:13]=2[CH:12]=1. (4) Given the reactants Br[C:2]1[C:18]([CH3:19])=[CH:17][C:5]([O:6][Si:7]([CH:14]([CH3:16])[CH3:15])([CH:11]([CH3:13])[CH3:12])[CH:8]([CH3:10])[CH3:9])=[CH:4][C:3]=1[CH3:20].C([Li])CCC.[CH3:26][O:27][CH2:28][O:29][C:30]1[CH:37]=[CH:36][C:33]([CH:34]=[O:35])=[CH:32][CH:31]=1, predict the reaction product. The product is: [CH3:20][C:3]1[CH:4]=[C:5]([O:6][Si:7]([CH:14]([CH3:16])[CH3:15])([CH:11]([CH3:13])[CH3:12])[CH:8]([CH3:10])[CH3:9])[CH:17]=[C:18]([CH3:19])[C:2]=1[CH:34]([C:33]1[CH:32]=[CH:31][C:30]([O:29][CH2:28][O:27][CH3:26])=[CH:37][CH:36]=1)[OH:35]. (5) Given the reactants [N:1]1[CH:6]=[CH:5][CH:4]=[C:3]([N:7]2[C:11]([C:12]3[N:17]=[CH:16][C:15](/[CH:18]=[CH:19]/[C:20]([O:22][CH3:23])=[O:21])=[CH:14][CH:13]=3)=[CH:10][C:9]([C:24](=[O:30])[NH:25][C:26]([CH3:29])([CH3:28])[CH3:27])=[N:8]2)[CH:2]=1, predict the reaction product. The product is: [N:1]1[CH:6]=[CH:5][CH:4]=[C:3]([N:7]2[C:11]([C:12]3[N:17]=[CH:16][C:15]([CH2:18][CH2:19][C:20]([O:22][CH3:23])=[O:21])=[CH:14][CH:13]=3)=[CH:10][C:9]([C:24](=[O:30])[NH:25][C:26]([CH3:28])([CH3:27])[CH3:29])=[N:8]2)[CH:2]=1. (6) Given the reactants [NH2:1][C:2]1[CH:7]=[C:6]([O:8][CH3:9])[N:5]=[CH:4][N:3]=1.C(N(CC)CC)C.[Cl-].ClC1N(C)CC[NH+]1C.[CH3:26][O:27][C:28]1[C:29](=[O:52])[C:30]([CH3:51])=[C:31]([CH2:37][C:38]2[CH:39]=[CH:40][C:41]([O:47][C:48](=[O:50])[CH3:49])=[C:42]([CH:46]=2)[C:43](O)=[O:44])[C:32](=[O:36])[C:33]=1[O:34][CH3:35], predict the reaction product. The product is: [CH3:9][O:8][C:6]1[N:5]=[CH:4][N:3]=[C:2]([NH:1][C:43](=[O:44])[C:42]2[CH:46]=[C:38]([CH2:37][C:31]3[C:32](=[O:36])[C:33]([O:34][CH3:35])=[C:28]([O:27][CH3:26])[C:29](=[O:52])[C:30]=3[CH3:51])[CH:39]=[CH:40][C:41]=2[O:47][C:48](=[O:50])[CH3:49])[CH:7]=1. (7) Given the reactants [CH:1]1([NH:6][C:7]2[C:8]([CH3:34])=[C:9]([C:21]([NH:23][CH2:24][C:25]3[C:26](=[O:33])[NH:27][C:28]([CH3:32])=[CH:29][C:30]=3[CH3:31])=[O:22])[CH:10]=[C:11]([C:13]3[CH:18]=[CH:17][C:16]([CH:19]=O)=[CH:15][CH:14]=3)[CH:12]=2)[CH2:5][CH2:4][CH2:3][CH2:2]1.[CH3:35][NH:36][CH3:37].C(O)(=O)C.C([BH3-])#N.[Na+], predict the reaction product. The product is: [CH:1]1([NH:6][C:7]2[C:8]([CH3:34])=[C:9]([C:21]([NH:23][CH2:24][C:25]3[C:26](=[O:33])[NH:27][C:28]([CH3:32])=[CH:29][C:30]=3[CH3:31])=[O:22])[CH:10]=[C:11]([C:13]3[CH:14]=[CH:15][C:16]([CH2:19][N:36]([CH3:37])[CH3:35])=[CH:17][CH:18]=3)[CH:12]=2)[CH2:5][CH2:4][CH2:3][CH2:2]1. (8) Given the reactants [O:1]([C:8]1[CH:13]=[CH:12][C:11]([C:14](=[O:16])[CH3:15])=[CH:10][CH:9]=1)[C:2]1[CH:7]=[CH:6][CH:5]=[CH:4][CH:3]=1.[CH3:17][C:18]1[CH:19]=[C:20]([CH:23]=[C:24]([CH3:27])[C:25]=1[OH:26])[CH:21]=O, predict the reaction product. The product is: [O:1]([C:8]1[CH:9]=[CH:10][C:11]([C:14](=[O:16])[CH:15]=[CH:21][C:20]2[CH:23]=[C:24]([CH3:27])[C:25]([OH:26])=[C:18]([CH3:17])[CH:19]=2)=[CH:12][CH:13]=1)[C:2]1[CH:7]=[CH:6][CH:5]=[CH:4][CH:3]=1. (9) Given the reactants C([O:3][C:4]([C:6]1[NH:7][C:8]2[C:13]([CH:14]=1)=[CH:12][C:11](/[CH:15]=[CH:16]/[N:17]1[C:22](=[O:23])[C@H:21]3[CH2:24][C@@H:18]1[CH2:19][CH2:20]3)=[CH:10][CH:9]=2)=O)C.[F:25][C:26]1[CH:27]=[C:28]([CH:30]=[C:31]([F:33])[CH:32]=1)[NH2:29], predict the reaction product. The product is: [F:25][C:26]1[CH:27]=[C:28]([NH:29][C:4]([C:6]2[NH:7][C:8]3[C:13]([CH:14]=2)=[CH:12][C:11](/[CH:15]=[CH:16]/[N:17]2[C:22](=[O:23])[C@H:21]4[CH2:24][C@@H:18]2[CH2:19][CH2:20]4)=[CH:10][CH:9]=3)=[O:3])[CH:30]=[C:31]([F:33])[CH:32]=1.